Dataset: Reaction yield outcomes from USPTO patents with 853,638 reactions. Task: Predict the reaction yield, written as a fraction of the theoretical maximum amount of product (1.0 means a 100% yield; for example, 0.34 means a 34% yield). (1) The catalyst is C1(OC)C=CC=CC=1.CCOCC. The yield is 0.573. The product is [CH2:14]([O:13][CH2:12][N:4]1[C:5]2[C:10]([Cl:11])=[N:9][CH:8]=[N:7][C:6]=2[C:2]([CH:29]=[O:30])=[CH:3]1)[C:15]1[CH:20]=[CH:19][CH:18]=[CH:17][CH:16]=1. The reactants are Br[C:2]1[C:6]2[N:7]=[CH:8][N:9]=[C:10]([Cl:11])[C:5]=2[N:4]([CH2:12][O:13][CH2:14][C:15]2[CH:20]=[CH:19][CH:18]=[CH:17][CH:16]=2)[CH:3]=1.[Li+].CCC[CH2-].CN([CH:29]=[O:30])C.O. (2) The reactants are [Si:1]([O:8][CH2:9][C:10]1[N:11]([CH3:24])[C:12]2[C:17]([CH:18]=1)=[CH:16][C:15]([CH:19]=[O:20])=[C:14]([C:21]([CH3:23])=[CH2:22])[CH:13]=2)([C:4]([CH3:7])([CH3:6])[CH3:5])([CH3:3])[CH3:2].[CH2:25]([Mg]Br)[CH2:26][CH:27]=[CH2:28]. The catalyst is C1COCC1. The product is [Si:1]([O:8][CH2:9][C:10]1[N:11]([CH3:24])[C:12]2[C:17]([CH:18]=1)=[CH:16][C:15]([CH:19]([OH:20])[CH2:28][CH2:27][CH:26]=[CH2:25])=[C:14]([C:21]([CH3:23])=[CH2:22])[CH:13]=2)([C:4]([CH3:7])([CH3:6])[CH3:5])([CH3:3])[CH3:2]. The yield is 1.00. (3) The reactants are [F:1][C:2]1[CH:7]=[CH:6][CH:5]=[CH:4][C:3]=1[CH2:8][C:9]([C:11]1[CH:16]=[CH:15][CH:14]=[CH:13][CH:12]=1)=O.[CH2:17]([O:19][C:20]1[CH:21]=[C:22]([CH:25]=[C:26]([N+:29]([O-:31])=[O:30])[C:27]=1[OH:28])[CH:23]=O)[CH3:18].[NH2:32][C:33]([NH2:35])=[O:34].Cl. The catalyst is C(O)C. The product is [CH2:17]([O:19][C:20]1[CH:21]=[C:22]([CH:23]2[C:8]([C:3]3[CH:4]=[CH:5][CH:6]=[CH:7][C:2]=3[F:1])=[C:9]([C:11]3[CH:16]=[CH:15][CH:14]=[CH:13][CH:12]=3)[NH:35][C:33](=[O:34])[NH:32]2)[CH:25]=[C:26]([N+:29]([O-:31])=[O:30])[C:27]=1[OH:28])[CH3:18]. The yield is 0.238.